Dataset: Reaction yield outcomes from USPTO patents with 853,638 reactions. Task: Predict the reaction yield, written as a fraction of the theoretical maximum amount of product (1.0 means a 100% yield; for example, 0.34 means a 34% yield). (1) The reactants are [CH3:1][O:2][P:3](/[CH:7]=[CH:8]/[C@@H:9]([O:40][CH2:41][C:42]1[CH:47]=[CH:46][CH:45]=[CH:44][CH:43]=1)[C@H:10]([O:32][CH2:33][C:34]1[CH:39]=[CH:38][CH:37]=[CH:36][CH:35]=1)[C@H:11]([O:24][CH2:25][C:26]1[CH:31]=[CH:30][CH:29]=[CH:28][CH:27]=1)[CH2:12][N:13]([O:16][CH2:17][C:18]1[CH:23]=[CH:22][CH:21]=[CH:20][CH:19]=1)[CH:14]=[O:15])(=[O:6])[O:4][CH3:5]. The catalyst is C(OCC)(=O)C.[Pt]. The product is [CH3:1][O:2][P:3]([CH2:7][CH2:8][C@@H:9]([O:40][CH2:41][C:42]1[CH:47]=[CH:46][CH:45]=[CH:44][CH:43]=1)[C@H:10]([O:32][CH2:33][C:34]1[CH:39]=[CH:38][CH:37]=[CH:36][CH:35]=1)[C@H:11]([O:24][CH2:25][C:26]1[CH:27]=[CH:28][CH:29]=[CH:30][CH:31]=1)[CH2:12][N:13]([O:16][CH2:17][C:18]1[CH:23]=[CH:22][CH:21]=[CH:20][CH:19]=1)[CH:14]=[O:15])(=[O:6])[O:4][CH3:5]. The yield is 0.756. (2) The reactants are CS([C:5]1[O:6][C:7]([C:10]2[CH:11]=[CH:12][C:13]3[O:17][CH:16]=[C:15]([C:18]4[CH:23]=[CH:22][CH:21]=[C:20]([O:24][C:25]([F:28])([F:27])[F:26])[CH:19]=4)[C:14]=3[CH:29]=2)=[N:8][N:9]=1)(=O)=O.[CH3:30][NH2:31].O1CCCC1. No catalyst specified. The product is [CH3:30][NH:31][C:5]1[O:6][C:7]([C:10]2[CH:11]=[CH:12][C:13]3[O:17][CH:16]=[C:15]([C:18]4[CH:23]=[CH:22][CH:21]=[C:20]([O:24][C:25]([F:28])([F:27])[F:26])[CH:19]=4)[C:14]=3[CH:29]=2)=[N:8][N:9]=1. The yield is 0.670. (3) The reactants are [Mg].II.Br[C:5]1[CH:13]=[CH:12][C:8]([N:9]([CH3:11])[CH3:10])=[CH:7][CH:6]=1.[P:14]([O-:21])(OCC)OCC.Cl. The catalyst is O1CCCC1.C1(C)C=CC=CC=1.O. The product is [CH3:10][N:9]([CH3:11])[C:8]1[CH:12]=[CH:13][C:5]([PH:14](=[O:21])[C:5]2[CH:13]=[CH:12][C:8]([N:9]([CH3:11])[CH3:10])=[CH:7][CH:6]=2)=[CH:6][CH:7]=1. The yield is 0.529. (4) The reactants are [ClH:1].O1CCOCC1.OC(C(F)(F)F)=O.[N:15]1[CH:20]=[CH:19][CH:18]=[C:17]([CH2:21][CH2:22][CH:23]2[N:28]([C:29](=[O:38])[NH:30][C:31]3[CH:36]=[CH:35][C:34]([CH3:37])=[CH:33][CH:32]=3)[CH2:27][CH2:26][N:25](C(OC(C)(C)C)=O)[CH2:24]2)[CH:16]=1. No catalyst specified. The product is [ClH:1].[ClH:1].[N:15]1[CH:20]=[CH:19][CH:18]=[C:17]([CH2:21][CH2:22][CH:23]2[CH2:24][NH:25][CH2:26][CH2:27][N:28]2[C:29]([NH:30][C:31]2[CH:32]=[CH:33][C:34]([CH3:37])=[CH:35][CH:36]=2)=[O:38])[CH:16]=1. The yield is 0.900. (5) The yield is 0.778. The catalyst is ClCCl.C(O)(=O)C.O. The product is [Cl:1][C:2]1[C:3]2[N:19]=[N:22][N:8]([C:9]3[CH:14]=[CH:13][C:12]([S:15]([CH3:18])(=[O:17])=[O:16])=[CH:11][CH:10]=3)[C:4]=2[N:5]=[CH:6][N:7]=1. The reactants are [Cl:1][C:2]1[N:7]=[CH:6][N:5]=[C:4]([NH:8][C:9]2[CH:14]=[CH:13][C:12]([S:15]([CH3:18])(=[O:17])=[O:16])=[CH:11][CH:10]=2)[C:3]=1[N+:19]([O-])=O.[N:22]([O-])=O.[Na+]. (6) The reactants are [F:1][C:2]([F:18])([F:17])[C:3]1[CH:4]=[CH:5][C:6]([NH:9][C:10]2[CH:15]=[CH:14][C:13]([OH:16])=[CH:12][CH:11]=2)=[N:7][CH:8]=1.[CH3:19][N:20]([C:24]1[CH:29]=[CH:28][CH:27]=[CH:26][CH:25]=1)[C:21](Cl)=[O:22]. No catalyst specified. The product is [F:18][C:2]([F:1])([F:17])[C:3]1[CH:4]=[CH:5][C:6]([NH:9][C:10]2[CH:11]=[CH:12][C:13]([O:16][C:21](=[O:22])[N:20]([CH3:19])[C:24]3[CH:29]=[CH:28][CH:27]=[CH:26][CH:25]=3)=[CH:14][CH:15]=2)=[N:7][CH:8]=1. The yield is 0.320. (7) The product is [C:1]1([C:14]2[C:22]3[C:21]4[CH:23]=[CH:24][CH:25]=[CH:26][C:20]=4[S:19][C:18]=3[CH:17]=[CH:16][CH:15]=2)[C:9]2[C:8]3[CH:10]=[CH:11][CH:12]=[C:13]([B:32]([OH:35])[OH:33])[C:7]=3[S:6][C:5]=2[CH:4]=[CH:3][CH:2]=1. The yield is 0.500. The reactants are [C:1]1([C:14]2[C:22]3[C:21]4[CH:23]=[CH:24][CH:25]=[CH:26][C:20]=4[S:19][C:18]=3[CH:17]=[CH:16][CH:15]=2)[C:9]2[C:8]3[CH:10]=[CH:11][CH:12]=[CH:13][C:7]=3[S:6][C:5]=2[CH:4]=[CH:3][CH:2]=1.C([Li])CCC.[B:32](OC)([O:35]C)[O:33]C.Cl. The catalyst is CCCCCC.O1CCCC1. (8) The reactants are [CH2:1]([N:8]([CH2:32][CH2:33][CH2:34][CH2:35][CH2:36][CH3:37])[C:9](=[O:31])[CH2:10][C:11]1[CH:28]=[CH:27][C:14]([O:15][CH2:16][C:17]2[CH:26]=[CH:25][CH:24]=[CH:23][C:18]=2[C:19]([O:21]C)=[O:20])=[C:13]([O:29][CH3:30])[CH:12]=1)[C:2]1[CH:7]=[CH:6][CH:5]=[CH:4][CH:3]=1.[OH-].[Li+].Cl. The catalyst is C1COCC1.O. The product is [CH2:1]([N:8]([CH2:32][CH2:33][CH2:34][CH2:35][CH2:36][CH3:37])[C:9](=[O:31])[CH2:10][C:11]1[CH:28]=[CH:27][C:14]([O:15][CH2:16][C:17]2[CH:26]=[CH:25][CH:24]=[CH:23][C:18]=2[C:19]([OH:21])=[O:20])=[C:13]([O:29][CH3:30])[CH:12]=1)[C:2]1[CH:7]=[CH:6][CH:5]=[CH:4][CH:3]=1. The yield is 0.450. (9) The reactants are [NH2:1][C:2]1[CH:3]=[CH:4][C:5]([C:8]([OH:10])=[O:9])=[N:6][CH:7]=1.S(=O)(=O)(O)O.C([O-])([O-])=O.[Na+].[Na+].[CH2:22](O)[CH3:23]. No catalyst specified. The product is [CH2:22]([O:9][C:8]([C:5]1[CH:4]=[CH:3][C:2]([NH2:1])=[CH:7][N:6]=1)=[O:10])[CH3:23]. The yield is 0.890. (10) The reactants are [CH3:1][C:2]1[O:6][N:5]=[C:4]([C:7]2[CH:12]=[CH:11][CH:10]=[CH:9][CH:8]=2)[C:3]=1[CH2:13][O:14][C:15]1[CH:23]=[CH:22][C:18]([C:19]([OH:21])=O)=[CH:17][N:16]=1.[C:24]([NH:31][CH2:32][CH2:33][NH2:34])([O:26][C:27]([CH3:30])([CH3:29])[CH3:28])=[O:25]. No catalyst specified. The product is [C:27]([O:26][C:24](=[O:25])[NH:31][CH2:32][CH2:33][NH:34][C:19]([C:18]1[CH:17]=[N:16][C:15]([O:14][CH2:13][C:3]2[C:4]([C:7]3[CH:8]=[CH:9][CH:10]=[CH:11][CH:12]=3)=[N:5][O:6][C:2]=2[CH3:1])=[CH:23][CH:22]=1)=[O:21])([CH3:30])([CH3:28])[CH3:29]. The yield is 0.900.